Dataset: Full USPTO retrosynthesis dataset with 1.9M reactions from patents (1976-2016). Task: Predict the reactants needed to synthesize the given product. (1) Given the product [F:10][C:7]1[CH:8]=[CH:9][C:4]([CH2:3][CH2:2][S:18][C:16](=[O:19])[CH3:17])=[CH:5][CH:6]=1, predict the reactants needed to synthesize it. The reactants are: Cl[CH2:2][CH2:3][C:4]1[CH:9]=[CH:8][C:7]([F:10])=[CH:6][CH:5]=1.CN(C=O)C.[C:16]([O-:19])(=[S:18])[CH3:17].[K+]. (2) Given the product [CH3:1][C:2]1[C:6]([B:7]2[O:11][C:10]([CH3:12])([CH3:13])[C:9]([CH3:15])([CH3:14])[O:8]2)=[C:5]([CH3:16])[N:4]([CH:18]2[CH2:19][CH2:20][CH2:21][CH2:22][O:17]2)[N:3]=1, predict the reactants needed to synthesize it. The reactants are: [CH3:1][C:2]1[C:6]([B:7]2[O:11][C:10]([CH3:13])([CH3:12])[C:9]([CH3:15])([CH3:14])[O:8]2)=[C:5]([CH3:16])[NH:4][N:3]=1.[O:17]1[CH:22]=[CH:21][CH2:20][CH2:19][CH2:18]1.C(O)(C(F)(F)F)=O.C(=O)([O-])O.[Na+]. (3) Given the product [CH3:2][N:3]1[CH2:4][CH2:6][CH2:9][CH:7]1[C:22]1[CH:21]=[CH:20][C:19]2[N:24]([CH:48]=[C:45]([C:46]([OH:66])=[O:47])[N:18]=2)[CH:23]=1, predict the reactants needed to synthesize it. The reactants are: C[CH2:2][N:3]([CH:7]([CH3:9])C)[CH:4]([CH3:6])C.CN(C(O[N:18]1N=N[C:20]2[CH:21]=[CH:22][CH:23]=[N:24][C:19]1=2)=[N+](C)C)C.F[P-](F)(F)(F)(F)F.N[C@@H]1CC[C@H](N2[C:46](=[O:47])[C:45]3[CH:48]=C(F)C=NC=3N(C3C=C(C4C=CC=CC=4)C=CC=3)C2=O)CC1.[OH2:66]. (4) Given the product [C:24](/[C:28](=[CH:34]/[CH:35]([CH3:38])[CH2:36][CH3:37])/[C:29]#[C:30][C:31](=[O:33])[CH3:32])([CH3:27])([CH3:26])[CH3:25], predict the reactants needed to synthesize it. The reactants are: C(C(O)(CCC)C#CC(=O)C)(C)(C)C.CS(OS(C)(=O)=O)(=O)=O.[C:24]([C:28](O)([CH2:34][CH:35]([CH3:38])[CH2:36][CH3:37])[C:29]#[C:30][C:31](=[O:33])[CH3:32])([CH3:27])([CH3:26])[CH3:25].C(N(CC)CC)C.Cl. (5) Given the product [Cl:20][C:15]1[CH:16]=[CH:17][CH:18]=[CH:19][C:14]=1[S:11]([CH:9]1[CH2:10][C@@H:6]([C:4]([OH:5])=[O:3])[C@H:7]([CH2:21][O:22][C:23]2[CH:24]=[CH:25][C:26]([Cl:29])=[CH:27][CH:28]=2)[CH2:8]1)(=[O:13])=[O:12], predict the reactants needed to synthesize it. The reactants are: C([O:3][C:4]([C@@H:6]1[CH2:10][CH:9]([S:11]([C:14]2[CH:19]=[CH:18][CH:17]=[CH:16][C:15]=2[Cl:20])(=[O:13])=[O:12])[CH2:8][C@H:7]1[CH2:21][O:22][C:23]1[CH:28]=[CH:27][C:26]([Cl:29])=[CH:25][CH:24]=1)=[O:5])C.CO.O.[OH-].[Li+]. (6) Given the product [F:21][C:11]([F:10])([F:22])[C:12]1[CH:13]=[CH:14][C:15]([C:16]([N:66]2[CH2:65][CH2:64][N:63]([C:46](=[O:45])[CH2:47][NH:48][C:49]([C:51]3[CH:56]=[CH:55][C:54]([C:57]4[CH:62]=[CH:61][CH:60]=[CH:59][CH:58]=4)=[CH:53][CH:52]=3)=[O:50])[CH2:68][CH2:67]2)=[O:18])=[CH:19][CH:20]=1, predict the reactants needed to synthesize it. The reactants are: CCN(C(C)C)C(C)C.[F:10][C:11]([F:22])([F:21])[C:12]1[CH:20]=[CH:19][C:15]([C:16]([OH:18])=O)=[CH:14][CH:13]=1.C1C=CC2N(O)N=NC=2C=1.CCN=C=NCCCN(C)C.Cl.[O:45]=[C:46]([N:63]1[CH2:68][CH2:67][NH:66][CH2:65][CH2:64]1)[CH2:47][NH:48][C:49]([C:51]1[CH:56]=[CH:55][C:54]([C:57]2[CH:62]=[CH:61][CH:60]=[CH:59][CH:58]=2)=[CH:53][CH:52]=1)=[O:50]. (7) Given the product [CH3:13][C:14]1([CH3:15])[C:23](=[O:22])[C:19]2=[N:1][CH:2]=[CH:3][CH:4]=[C:20]2[CH2:21]1, predict the reactants needed to synthesize it. The reactants are: [N:1]1C=C[CH:4]=[C:3]2CCC(=O)[C:2]=12.IC.[CH3:13][C:14](C)([O-])[CH3:15].[K+].[CH2:19]1[CH2:23][O:22][CH2:21][CH2:20]1. (8) The reactants are: [O:1]1[C:5]2([CH2:10][CH2:9][N:8]([C:11](=O)[C:12]([F:15])([F:14])[F:13])[CH2:7][CH2:6]2)[O:4][CH2:3][CH2:2]1. Given the product [F:15][C:12]([F:13])([F:14])[CH2:11][N:8]1[CH2:9][CH2:10][C:5]2([O:1][CH2:2][CH2:3][O:4]2)[CH2:6][CH2:7]1, predict the reactants needed to synthesize it. (9) Given the product [CH3:1][O:2][C:25]1[CH:24]=[CH:23][C:22]2[S:18][C:19]([C:29]3[CH:30]=[CH:31][C:32]([NH:35][CH3:36])=[N:33][CH:34]=3)=[N:20][C:21]=2[CH:26]=1, predict the reactants needed to synthesize it. The reactants are: [CH3:1][O:2]C1N=CC(C2SC3C=CC=CC=3N=2)=CN=1.[S:18]1[C:22]2[CH:23]=[CH:24][C:25](N)=[CH:26][C:21]=2[N:20]=[CH:19]1.Br[C:29]1[CH:30]=[CH:31][C:32]([NH:35][CH3:36])=[N:33][CH:34]=1.